This data is from Forward reaction prediction with 1.9M reactions from USPTO patents (1976-2016). The task is: Predict the product of the given reaction. Given the reactants C(O[C:6]([N:8]1[CH2:12][C:11](=[CH:13][Cl:14])[CH2:10][C@H:9]1[C:15]([OH:17])=O)=[O:7])(C)(C)C.[C:18]([N:26]=C=O)(=[O:25])[C:19]1[CH:24]=[CH:23][CH:22]=[CH:21][CH:20]=1.[CH:29]1([NH2:32])[CH2:31][CH2:30]1, predict the reaction product. The product is: [C:18]([NH:26][C:6]([N:8]1[CH2:12][C:11](=[CH:13][Cl:14])[CH2:10][C@H:9]1[C:15]([NH:32][CH:29]1[CH2:31][CH2:30]1)=[O:17])=[O:7])(=[O:25])[C:19]1[CH:20]=[CH:21][CH:22]=[CH:23][CH:24]=1.